From a dataset of Forward reaction prediction with 1.9M reactions from USPTO patents (1976-2016). Predict the product of the given reaction. Given the reactants C(O[CH:4](OCC)[CH2:5][O:6][C:7]1[CH:8]=[CH:9][C:10]([O:13][C:14]2[CH:15]=[C:16]3[C:21](=[CH:22][CH:23]=2)[N:20]=[CH:19][N:18]=[C:17]3[NH:24][C:25]2[S:29][N:28]=[C:27]([CH3:30])[N:26]=2)=[N:11][CH:12]=1)C.[CH2:34]([NH2:36])[CH3:35].O1CCCC1, predict the reaction product. The product is: [CH2:34]([NH:36][CH2:4][CH2:5][O:6][C:7]1[CH:8]=[CH:9][C:10]([O:13][C:14]2[CH:15]=[C:16]3[C:21](=[CH:22][CH:23]=2)[N:20]=[CH:19][N:18]=[C:17]3[NH:24][C:25]2[S:29][N:28]=[C:27]([CH3:30])[N:26]=2)=[N:11][CH:12]=1)[CH3:35].